From a dataset of Reaction yield outcomes from USPTO patents with 853,638 reactions. Predict the reaction yield, written as a fraction of the theoretical maximum amount of product (1.0 means a 100% yield; for example, 0.34 means a 34% yield). The reactants are Br[C:2]1[CH:3]=[C:4]2[C:8](=[CH:9][CH:10]=1)[CH:7]([N:11]1[CH2:16][CH2:15][N:14]([C:17]([O:19][C:20]([CH3:23])([CH3:22])[CH3:21])=[O:18])[CH2:13][CH2:12]1)[CH2:6][CH2:5]2.CS(C)=[O:26].N#N.C1(P([C:53]2[CH:58]=CC=CC=2)CCCP(C2C=CC=CC=2)C2C=CC=CC=2)C=CC=CC=1.[CH2:59]([OH:61])C. The catalyst is C([O-])(=O)C.[Pd+2].C([O-])(=O)C.C(N(CC)CC)C. The product is [CH2:58]([O:26][C:59]([C:2]1[CH:3]=[C:4]2[C:8](=[CH:9][CH:10]=1)[CH:7]([N:11]1[CH2:16][CH2:15][N:14]([C:17]([O:19][C:20]([CH3:23])([CH3:22])[CH3:21])=[O:18])[CH2:13][CH2:12]1)[CH2:6][CH2:5]2)=[O:61])[CH3:53]. The yield is 0.790.